From a dataset of Forward reaction prediction with 1.9M reactions from USPTO patents (1976-2016). Predict the product of the given reaction. (1) Given the reactants C[O:2][C:3](=[O:7])[CH2:4][CH2:5][NH2:6].[Cl:8][C:9]1[C:10]([F:34])=[N:11][C:12](NCC(OC)=O)=[C:13]([Cl:27])[C:14]=1[O:15][C:16]1[CH:21]=[CH:20][C:19]([O:22]C)=[C:18]([CH:24]([CH3:26])[CH3:25])[CH:17]=1, predict the reaction product. The product is: [Cl:8][C:9]1[C:10]([F:34])=[N:11][C:12]([NH:6][CH2:5][CH2:4][C:3]([OH:2])=[O:7])=[C:13]([Cl:27])[C:14]=1[O:15][C:16]1[CH:21]=[CH:20][C:19]([OH:22])=[C:18]([CH:24]([CH3:26])[CH3:25])[CH:17]=1. (2) Given the reactants Cl.Cl.[CH3:3][S:4]([C:7]1[CH:12]=[CH:11][C:10]([C:13]2[CH:14]=[CH:15][C:16]([O:19][CH2:20][CH:21]3[CH2:26][CH2:25][NH:24][CH2:23][CH2:22]3)=[N:17][CH:18]=2)=[CH:9][CH:8]=1)(=[O:6])=[O:5].C(N(C(C)C)CC)(C)C.Cl[C:37]([O:39][CH:40]([CH3:42])[CH3:41])=[O:38], predict the reaction product. The product is: [CH3:3][S:4]([C:7]1[CH:12]=[CH:11][C:10]([C:13]2[CH:14]=[CH:15][C:16]([O:19][CH2:20][CH:21]3[CH2:26][CH2:25][N:24]([C:37]([O:39][CH:40]([CH3:42])[CH3:41])=[O:38])[CH2:23][CH2:22]3)=[N:17][CH:18]=2)=[CH:9][CH:8]=1)(=[O:5])=[O:6].